Dataset: Catalyst prediction with 721,799 reactions and 888 catalyst types from USPTO. Task: Predict which catalyst facilitates the given reaction. (1) Reactant: [F:1][C:2]1[CH:7]=[CH:6][C:5]([N:8]2[C:13]([CH3:14])=[CH:12][CH:11]=[C:10]([C:15]#N)[C:9]2=[O:17])=[C:4]([CH3:18])[CH:3]=1.S(=O)(=O)(O)[OH:20].[OH-:24].[Na+]. Product: [F:1][C:2]1[CH:7]=[CH:6][C:5]([N:8]2[C:13]([CH3:14])=[CH:12][CH:11]=[C:10]([C:15]([OH:20])=[O:24])[C:9]2=[O:17])=[C:4]([CH3:18])[CH:3]=1. The catalyst class is: 6. (2) Reactant: [N:1]1[CH:6]=[CH:5][CH:4]=[CH:3][C:2]=1[CH:7]1[C:12]2[N:13]=[CH:14][NH:15][C:11]=2[CH2:10][CH2:9][NH:8]1.I(C1C=CC=CC=1)(=O)=O. Product: [N:1]1[CH:6]=[CH:5][CH:4]=[CH:3][C:2]=1[C:7]1[C:12]2[N:13]=[CH:14][NH:15][C:11]=2[CH:10]=[CH:9][N:8]=1. The catalyst class is: 16. (3) Reactant: C([O:8][CH2:9][C:10]1([CH2:30][N:31]2[C:35]3[CH:36]=[C:37]([C:40]#[N:41])[CH:38]=[CH:39][C:34]=3[N:33]=[CH:32]2)[CH2:29][CH2:28][CH2:27][C:12]2([O:16][C:15](=[O:17])[N:14]([CH2:18][C:19]3[CH:24]=[CH:23][C:22]([O:25][CH3:26])=[CH:21][CH:20]=3)[CH2:13]2)[CH2:11]1)C1C=CC=CC=1.Br.[OH-].[Na+]. Product: [OH:8][CH2:9][C:10]1([CH2:30][N:31]2[C:35]3[CH:36]=[C:37]([C:40]#[N:41])[CH:38]=[CH:39][C:34]=3[N:33]=[CH:32]2)[CH2:29][CH2:28][CH2:27][C:12]2([O:16][C:15](=[O:17])[N:14]([CH2:18][C:19]3[CH:24]=[CH:23][C:22]([O:25][CH3:26])=[CH:21][CH:20]=3)[CH2:13]2)[CH2:11]1. The catalyst class is: 12. (4) Reactant: [CH3:1][O:2][C:3]1[CH:22]=[CH:21][C:6]([C:7]([NH:9][C@H:10]([C:15]2[CH:20]=[CH:19][CH:18]=[CH:17][CH:16]=2)[CH2:11][N:12]=[N+]=[N-])=[O:8])=[CH:5][CH:4]=1. Product: [CH3:1][O:2][C:3]1[CH:22]=[CH:21][C:6]([C:7]([NH:9][C@H:10]([C:15]2[CH:16]=[CH:17][CH:18]=[CH:19][CH:20]=2)[CH2:11][NH2:12])=[O:8])=[CH:5][CH:4]=1. The catalyst class is: 1. (5) Reactant: [CH3:1][NH:2][C:3]1[N:4]=[C:5]([NH:17][CH2:18][CH2:19][CH3:20])[C:6]2[N:12]=[CH:11][N:10]=[C:9]([NH:13][CH2:14][CH2:15][CH3:16])[C:7]=2[N:8]=1.[ClH:21].C(OCC)C.Cl.CNC1N=C(NCCC)C2N=C(NC)N=C(NCCC)C=2N=1. Product: [ClH:21].[CH3:1][NH:2][C:3]1[N:4]=[C:5]([NH:17][CH2:18][CH2:19][CH3:20])[C:6]2[N:12]=[CH:11][N:10]=[C:9]([NH:13][CH2:14][CH2:15][CH3:16])[C:7]=2[N:8]=1. The catalyst class is: 27. (6) Reactant: C[Si]([N-][Si](C)(C)C)(C)C.[Li+].[CH3:11][O:12][C:13]1[CH:14]=[N:15][C:16]2[C:21]([CH:22]=1)=[CH:20][C:19]([CH2:23][C:24]([O:26][C:27]([CH3:30])([CH3:29])[CH3:28])=[O:25])=[CH:18][CH:17]=2.I[CH3:32]. Product: [CH3:11][O:12][C:13]1[CH:14]=[N:15][C:16]2[C:21]([CH:22]=1)=[CH:20][C:19]([CH:23]([CH3:32])[C:24]([O:26][C:27]([CH3:30])([CH3:29])[CH3:28])=[O:25])=[CH:18][CH:17]=2. The catalyst class is: 1. (7) Reactant: [F:1][C:2]1[CH:3]=[CH:4][C:5]2[N:9]=[C:8]([C@@H:10]([NH2:13])[CH2:11][CH3:12])[N:7]([C:14]3[CH:15]=[N:16][CH:17]=[CH:18][CH:19]=3)[C:6]=2[CH:20]=1.Cl[C:22]1[N:30]=[CH:29][N:28]=[C:27]2[C:23]=1[N:24]=[CH:25][N:26]2C1CCCCO1.CCN(C(C)C)C(C)C. Product: [F:1][C:2]1[CH:3]=[CH:4][C:5]2[N:9]=[C:8]([CH:10]([NH:13][C:22]3[N:30]=[CH:29][N:28]=[C:27]4[C:23]=3[N:24]=[CH:25][NH:26]4)[CH2:11][CH3:12])[N:7]([C:14]3[CH:15]=[N:16][CH:17]=[CH:18][CH:19]=3)[C:6]=2[CH:20]=1. The catalyst class is: 51. (8) Reactant: [O:1]=[C:2]1[N:6]2[C:7]([C:16]([F:19])([F:18])[F:17])=[CH:8][CH:9]=[C:10]([C:11]([O:13][CH2:14][CH3:15])=[O:12])[C:5]2=[N:4][NH:3]1.[CH3:20][O:21][CH2:22][CH2:23][NH:24][CH3:25]. Product: [CH3:20][O:21][CH2:22][CH2:23][N:24]([CH3:25])[C:2]([NH:3][NH:4][C:5]1[N:6]=[C:7]([C:16]([F:17])([F:18])[F:19])[CH:8]=[CH:9][C:10]=1[C:11]([O:13][CH2:14][CH3:15])=[O:12])=[O:1]. The catalyst class is: 7. (9) Reactant: Cl[C:2]1[C:11]2[C:6](=[CH:7][C:8]([C:14]3[C:15]([CH3:20])=[N:16][O:17][C:18]=3[CH3:19])=[C:9]([O:12][CH3:13])[CH:10]=2)[N:5]=[CH:4][C:3]=1[N+:21]([O-:23])=[O:22].[NH2:24][CH2:25][C:26]1[CH:31]=[CH:30][CH:29]=[CH:28][N:27]=1. Product: [CH3:20][C:15]1[C:14]([C:8]2[CH:7]=[C:6]3[C:11]([C:2]([NH:24][CH2:25][C:26]4[CH:31]=[CH:30][CH:29]=[CH:28][N:27]=4)=[C:3]([N+:21]([O-:23])=[O:22])[CH:4]=[N:5]3)=[CH:10][C:9]=2[O:12][CH3:13])=[C:18]([CH3:19])[O:17][N:16]=1. The catalyst class is: 12.